Dataset: Catalyst prediction with 721,799 reactions and 888 catalyst types from USPTO. Task: Predict which catalyst facilitates the given reaction. (1) Reactant: [BH4-].[Na+].[OH:3][C:4]12[CH2:13][CH:8]3[CH2:9][CH:10]([CH2:12][CH:6]([C:7]3=[O:14])[CH2:5]1)[CH2:11]2.Cl. Product: [C:4]12([OH:3])[CH2:13][CH:8]3[CH2:9][CH:10]([CH2:12][CH:6]([CH:7]3[OH:14])[CH2:5]1)[CH2:11]2. The catalyst class is: 5. (2) Reactant: [CH3:1][C:2]1[CH:7]=[C:6]([C:8]2[C:16]3[C:11](=[CH:12][CH:13]=[C:14]([C:17](O)=[O:18])[CH:15]=3)[N:10]([C:20]([C:33]3[CH:38]=[CH:37][CH:36]=[CH:35][CH:34]=3)([C:27]3[CH:32]=[CH:31][CH:30]=[CH:29][CH:28]=3)[C:21]3[CH:26]=[CH:25][CH:24]=[CH:23][CH:22]=3)[N:9]=2)[CH:5]=[CH:4][N:3]=1.Cl.[NH2:40][CH:41]1[CH2:46][CH2:45][CH2:44][C:43]([C:48]([C:50]2[CH:55]=[CH:54][CH:53]=[CH:52][CH:51]=2)=[O:49])([OH:47])[CH2:42]1.CN(C(ON1N=NC2C=CC=NC1=2)=[N+](C)C)C.F[P-](F)(F)(F)(F)F.CCN(C(C)C)C(C)C. Product: [C:48]([C:43]1([OH:47])[CH2:44][CH2:45][CH2:46][CH:41]([NH:40][C:17]([C:14]2[CH:15]=[C:16]3[C:11](=[CH:12][CH:13]=2)[N:10]([C:20]([C:27]2[CH:32]=[CH:31][CH:30]=[CH:29][CH:28]=2)([C:21]2[CH:22]=[CH:23][CH:24]=[CH:25][CH:26]=2)[C:33]2[CH:34]=[CH:35][CH:36]=[CH:37][CH:38]=2)[N:9]=[C:8]3[C:6]2[CH:5]=[CH:4][N:3]=[C:2]([CH3:1])[CH:7]=2)=[O:18])[CH2:42]1)(=[O:49])[C:50]1[CH:51]=[CH:52][CH:53]=[CH:54][CH:55]=1. The catalyst class is: 44. (3) Reactant: [CH2:1]([N:8]1[CH:17]=[C:16]([C:18]([OH:20])=O)[C:15]2[C:10](=[CH:11][CH:12]=[C:13]([C:21]3[CH:26]=[C:25]([C:27](=[O:32])[NH:28][CH:29]4[CH2:31][CH2:30]4)[CH:24]=[CH:23][C:22]=3[CH3:33])[CH:14]=2)[C:9]1=[O:34])[C:2]1[CH:7]=[CH:6][CH:5]=[CH:4][CH:3]=1.[CH3:35][N:36]([CH3:40])[CH2:37][CH2:38][NH2:39].C(N(CC)C(C)C)(C)C.CN(C(ON1N=NC2C=CC=NC1=2)=[N+](C)C)C.F[P-](F)(F)(F)(F)F. Product: [CH2:1]([N:8]1[CH:17]=[C:16]([C:18]([NH:39][CH2:38][CH2:37][N:36]([CH3:40])[CH3:35])=[O:20])[C:15]2[C:10](=[CH:11][CH:12]=[C:13]([C:21]3[CH:26]=[C:25]([C:27](=[O:32])[NH:28][CH:29]4[CH2:31][CH2:30]4)[CH:24]=[CH:23][C:22]=3[CH3:33])[CH:14]=2)[C:9]1=[O:34])[C:2]1[CH:3]=[CH:4][CH:5]=[CH:6][CH:7]=1. The catalyst class is: 1. (4) Reactant: Cl[C:2]1[C:11]2=[N:12][N:13](CC3C=CC(OC)=CC=3)[CH:14]=[C:10]2[C:9]2[CH:8]=[CH:7][CH:6]=[CH:5][C:4]=2[N:3]=1.[F:24][C:25]([F:34])([F:33])[C:26]1[CH:27]=[C:28]([CH:30]=[CH:31][CH:32]=1)[NH2:29].Cl. Product: [CH:14]1[NH:13][N:12]=[C:11]2[C:10]=1[C:9]1[CH:8]=[CH:7][CH:6]=[CH:5][C:4]=1[N:3]=[C:2]2[NH:29][C:28]1[CH:30]=[CH:31][CH:32]=[C:26]([C:25]([F:24])([F:33])[F:34])[CH:27]=1. The catalyst class is: 71. (5) Reactant: C1(C)C=CC(S([CH2:10][N+:11]#[C-])(=O)=O)=CC=1.CC(C)([O-])C.[K+].[CH2:20]([O:27][CH2:28][CH2:29][N:30]1[CH:34]=[C:33]([CH:35]=O)[C:32]([O:37][CH:38]([CH3:40])[CH3:39])=[N:31]1)[C:21]1[CH:26]=[CH:25][CH:24]=[CH:23][CH:22]=1.CO. Product: [CH2:20]([O:27][CH2:28][CH2:29][N:30]1[CH:34]=[C:33]([CH2:35][C:10]#[N:11])[C:32]([O:37][CH:38]([CH3:40])[CH3:39])=[N:31]1)[C:21]1[CH:26]=[CH:25][CH:24]=[CH:23][CH:22]=1. The catalyst class is: 57. (6) Reactant: [NH:1]([C:7]([O:9][CH2:10][CH:11]1[C:23]2[C:18](=[CH:19][CH:20]=[CH:21][CH:22]=2)[C:17]2[C:12]1=[CH:13][CH:14]=[CH:15][CH:16]=2)=[O:8])[CH2:2][CH2:3][C:4]([OH:6])=[O:5].[NH2:24][CH:25]([CH2:28][OH:29])[CH2:26][OH:27].[C:30](Cl)([C:47]1[CH:52]=[CH:51][CH:50]=[CH:49][CH:48]=1)([C:39]1[CH:46]=[CH:45][C:42]([O:43][CH3:44])=[CH:41][CH:40]=1)[C:31]1[CH:38]=[CH:37][C:34]([O:35][CH3:36])=[CH:33][CH:32]=1.CO. Product: [NH:1]([C:7]([O:9][CH2:10][CH:11]1[C:12]2[C:17](=[CH:16][CH:15]=[CH:14][CH:13]=2)[C:18]2[C:23]1=[CH:22][CH:21]=[CH:20][CH:19]=2)=[O:8])[CH2:2][CH2:3][C:4]([O:6][C:30]([C:47]1[CH:52]=[CH:51][CH:50]=[CH:49][CH:48]=1)([C:39]1[CH:46]=[CH:45][C:42]([O:43][CH3:44])=[CH:41][CH:40]=1)[C:31]1[CH:32]=[CH:33][C:34]([O:35][CH3:36])=[CH:37][CH:38]=1)=[O:5].[NH2:24][CH:25]([CH2:28][OH:29])[CH2:26][OH:27]. The catalyst class is: 17. (7) Reactant: [CH2:1]([NH:3][CH:4]([CH3:13])[C:5]([C:7]1[CH:12]=[CH:11][CH:10]=[CH:9][CH:8]=1)=[O:6])[CH3:2].[C:14]1([CH2:20][S:21](Cl)(=[O:23])=[O:22])[CH:19]=[CH:18][CH:17]=[CH:16][CH:15]=1.CCN(CC)CC. Product: [CH2:1]([N:3]([CH:4]([CH3:13])[C:5](=[O:6])[C:7]1[CH:12]=[CH:11][CH:10]=[CH:9][CH:8]=1)[S:21]([CH2:20][C:14]1[CH:19]=[CH:18][CH:17]=[CH:16][CH:15]=1)(=[O:23])=[O:22])[CH3:2]. The catalyst class is: 4. (8) Reactant: [CH2:1]([N:3]1[C:11](I)=[N:10][C:9]2[C:4]1=[N:5][CH:6]=[N:7][C:8]=2[NH:13][C@H:14]1[CH2:18][CH2:17][N:16]([C:19]([O:21][C:22]([CH3:25])([CH3:24])[CH3:23])=[O:20])[CH2:15]1)[CH3:2].C(Cl)Cl.P([O-])([O-])([O-])=O.[K+].[K+].[K+].[CH3:37][C:38]1(C)C(C)(C)OB(C=C)O1. Product: [CH2:1]([N:3]1[C:11]([CH:37]=[CH2:38])=[N:10][C:9]2[C:4]1=[N:5][CH:6]=[N:7][C:8]=2[NH:13][C@H:14]1[CH2:18][CH2:17][N:16]([C:19]([O:21][C:22]([CH3:25])([CH3:24])[CH3:23])=[O:20])[CH2:15]1)[CH3:2]. The catalyst class is: 140.